Dataset: Full USPTO retrosynthesis dataset with 1.9M reactions from patents (1976-2016). Task: Predict the reactants needed to synthesize the given product. (1) Given the product [CH2:1]([N:8]1[CH2:9][C:10]2([CH2:12][N:29]3[N:28]=[C:27]([C:30]4[CH:35]=[CH:34][C:33]([O:36][C:37]5[CH:38]=[CH:39][CH:40]=[CH:41][CH:42]=5)=[CH:32][CH:31]=4)[C:26]([C:43]#[N:44])=[C:25]3[NH:24][CH2:18]2)[CH2:11]1)[C:2]1[CH:3]=[CH:4][CH:5]=[CH:6][CH:7]=1, predict the reactants needed to synthesize it. The reactants are: [CH2:1]([N:8]1[CH2:11][C:10]([CH2:18]CS([O-])(=O)=O)([CH2:12]CS([O-])(=O)=O)[CH2:9]1)[C:2]1[CH:7]=[CH:6][CH:5]=[CH:4][CH:3]=1.[NH2:24][C:25]1[NH:29][N:28]=[C:27]([C:30]2[CH:35]=[CH:34][C:33]([O:36][C:37]3[CH:42]=[CH:41][CH:40]=[CH:39][CH:38]=3)=[CH:32][CH:31]=2)[C:26]=1[C:43]#[N:44].C([O-])([O-])=O.[K+].[K+]. (2) Given the product [ClH:35].[CH3:1][S:2][C:3]1[C:11]2[C:6](=[CH:7][C:8]([NH:12][C:13](=[O:28])[CH2:14][CH:15]3[CH2:20][CH2:19][CH2:18][CH2:17][NH:16]3)=[CH:9][CH:10]=2)[N:5]([C:29]2[CH:34]=[CH:33][CH:32]=[CH:31][CH:30]=2)[N:4]=1, predict the reactants needed to synthesize it. The reactants are: [CH3:1][S:2][C:3]1[C:11]2[C:6](=[CH:7][C:8]([NH:12][C:13](=[O:28])[CH2:14][CH:15]3[CH2:20][CH2:19][CH2:18][CH2:17][N:16]3C(OC(C)(C)C)=O)=[CH:9][CH:10]=2)[N:5]([C:29]2[CH:34]=[CH:33][CH:32]=[CH:31][CH:30]=2)[N:4]=1.[Cl:35]CCl. (3) Given the product [Cl-:8].[Al+3:1].[Cl-:8].[Cl-:8].[N+:18]([O-:21])([O-:20])=[O:19].[Ce+3:22].[N+:23]([O-:26])([O-:25])=[O:24].[N+:27]([O-:30])([O-:29])=[O:28].[Al:1], predict the reactants needed to synthesize it. The reactants are: [Al:1].O.O.O.O.O.O.[Cl-:8].[Al+3].[Cl-].[Cl-].O.O.O.O.O.O.[N+:18]([O-:21])([O-:20])=[O:19].[Ce+3:22].[N+:23]([O-:26])([O-:25])=[O:24].[N+:27]([O-:30])([O-:29])=[O:28].[OH-].[Na+]. (4) Given the product [CH2:10]([C:2]1[CH:7]=[CH:6][CH:5]=[C:4]([Br:8])[N:3]=1)[C:11]1[CH:16]=[CH:15][CH:14]=[CH:13][CH:12]=1, predict the reactants needed to synthesize it. The reactants are: Br[C:2]1[CH:7]=[CH:6][CH:5]=[C:4]([Br:8])[N:3]=1.[Br-].[CH2:10]([Zn+])[C:11]1[CH:16]=[CH:15][CH:14]=[CH:13][CH:12]=1. (5) Given the product [Cl-:15].[CH:4](=[N+:2]([CH3:3])[CH3:1])[C:5]1[CH:10]=[CH:9][CH:8]=[CH:7][CH:6]=1, predict the reactants needed to synthesize it. The reactants are: [CH3:1][NH:2][CH3:3].[CH:4](=O)[C:5]1[CH:10]=[CH:9][CH:8]=[CH:7][CH:6]=1.C([Cl:15])(=O)C. (6) Given the product [Cl:11][C:12]1[CH:13]=[CH:14][C:15]([CH2:16][N:17]2[C:22](=[O:23])[C:21]([C:24]3[CH:31]=[CH:30][C:27]([C:28]#[N:29])=[CH:26][C:25]=3[O:32][CH3:33])([CH2:39][CH3:40])[N:20]3[CH:34]=[N:35][CH:36]=[C:19]3[CH2:18]2)=[CH:37][CH:38]=1, predict the reactants needed to synthesize it. The reactants are: [Li+].C[Si]([N-][Si](C)(C)C)(C)C.[Cl:11][C:12]1[CH:38]=[CH:37][C:15]([CH2:16][N:17]2[C:22](=[O:23])[CH:21]([C:24]3[CH:31]=[CH:30][C:27]([C:28]#[N:29])=[CH:26][C:25]=3[O:32][CH3:33])[N:20]3[CH:34]=[N:35][CH:36]=[C:19]3[CH2:18]2)=[CH:14][CH:13]=1.[CH2:39](I)[CH3:40].[NH4+].[Cl-].O. (7) Given the product [ClH:27].[ClH:27].[NH2:1][C:2]1[N:7]=[C:6]([NH2:8])[C:5]([O:9][CH2:10][CH2:11][CH2:12][O:13][C:14]2[C:23]3[C:18](=[CH:19][CH:20]=[C:21]([F:24])[CH:22]=3)[N:17]=[CH:16][CH:15]=2)=[C:4]([CH2:25][CH3:26])[N:3]=1, predict the reactants needed to synthesize it. The reactants are: [NH2:1][C:2]1[N:7]=[C:6]([NH2:8])[C:5]([O:9][CH2:10][CH2:11][CH2:12][O:13][C:14]2[C:23]3[C:18](=[CH:19][CH:20]=[C:21]([F:24])[CH:22]=3)[N:17]=[CH:16][CH:15]=2)=[C:4]([CH2:25][CH3:26])[N:3]=1.[ClH:27]. (8) Given the product [BrH:29].[CH3:2][O:3][C:4]1[CH:5]=[CH:6][C:7]2[CH2:8][C@H:9]3[N:20]([CH2:30][C:31]4[CH:32]=[N:33][CH:34]=[CH:35][CH:36]=4)[CH2:19][CH2:18][C@@:15]4([C:16]=2[CH:17]=1)[C@H:10]3[CH2:11][CH2:12][CH2:13][CH2:14]4, predict the reactants needed to synthesize it. The reactants are: Cl.[CH3:2][O:3][C:4]1[CH:5]=[CH:6][C:7]2[CH2:8][C@H:9]3[NH:20][CH2:19][CH2:18][C@@:15]4([C:16]=2[CH:17]=1)[C@H:10]3[CH2:11][CH2:12][CH2:13][CH2:14]4.C(N(CC)CC)C.Br.[Br:29][CH2:30][C:31]1[CH:32]=[N:33][CH:34]=[CH:35][CH:36]=1.Br. (9) Given the product [Cl:3][C:18]1[C:17]([Cl:16])=[CH:22][C:21]([N+:23]([O-:25])=[O:24])=[CH:20][N:19]=1, predict the reactants needed to synthesize it. The reactants are: O=P(Cl)(Cl)[Cl:3].N1C2C(=CC=CC=2)C=CC=1.[Cl:16][C:17]1[C:18](O)=[N:19][CH:20]=[C:21]([N+:23]([O-:25])=[O:24])[CH:22]=1.